Dataset: NCI-60 drug combinations with 297,098 pairs across 59 cell lines. Task: Regression. Given two drug SMILES strings and cell line genomic features, predict the synergy score measuring deviation from expected non-interaction effect. (1) Drug 1: CC1=C(C=C(C=C1)NC(=O)C2=CC=C(C=C2)CN3CCN(CC3)C)NC4=NC=CC(=N4)C5=CN=CC=C5. Drug 2: C1CCC(C(C1)N)N.C(=O)(C(=O)[O-])[O-].[Pt+4]. Cell line: SK-OV-3. Synergy scores: CSS=6.21, Synergy_ZIP=2.48, Synergy_Bliss=-4.52, Synergy_Loewe=-1.90, Synergy_HSA=-2.92. (2) Drug 2: CC1=C(C=C(C=C1)C(=O)NC2=CC(=CC(=C2)C(F)(F)F)N3C=C(N=C3)C)NC4=NC=CC(=N4)C5=CN=CC=C5. Drug 1: CC12CCC(CC1=CCC3C2CCC4(C3CC=C4C5=CN=CC=C5)C)O. Cell line: K-562. Synergy scores: CSS=83.8, Synergy_ZIP=16.6, Synergy_Bliss=16.4, Synergy_Loewe=-2.21, Synergy_HSA=18.8. (3) Drug 1: CCC1=C2CN3C(=CC4=C(C3=O)COC(=O)C4(CC)O)C2=NC5=C1C=C(C=C5)O. Drug 2: CC1C(C(CC(O1)OC2CC(OC(C2O)C)OC3=CC4=CC5=C(C(=O)C(C(C5)C(C(=O)C(C(C)O)O)OC)OC6CC(C(C(O6)C)O)OC7CC(C(C(O7)C)O)OC8CC(C(C(O8)C)O)(C)O)C(=C4C(=C3C)O)O)O)O. Cell line: IGROV1. Synergy scores: CSS=32.6, Synergy_ZIP=-1.60, Synergy_Bliss=-0.342, Synergy_Loewe=-1.46, Synergy_HSA=0.0945. (4) Drug 1: C1=CC(=C2C(=C1NCCNCCO)C(=O)C3=C(C=CC(=C3C2=O)O)O)NCCNCCO. Drug 2: C1=NC2=C(N=C(N=C2N1C3C(C(C(O3)CO)O)F)Cl)N. Cell line: 786-0. Synergy scores: CSS=59.7, Synergy_ZIP=-4.01, Synergy_Bliss=-5.73, Synergy_Loewe=-14.4, Synergy_HSA=-1.85. (5) Drug 1: C(=O)(N)NO. Drug 2: COCCOC1=C(C=C2C(=C1)C(=NC=N2)NC3=CC=CC(=C3)C#C)OCCOC.Cl. Cell line: A549. Synergy scores: CSS=9.15, Synergy_ZIP=-1.49, Synergy_Bliss=2.60, Synergy_Loewe=-3.81, Synergy_HSA=1.64. (6) Drug 1: C1=C(C(=O)NC(=O)N1)N(CCCl)CCCl. Drug 2: CC(C)CN1C=NC2=C1C3=CC=CC=C3N=C2N. Cell line: NCI-H460. Synergy scores: CSS=18.9, Synergy_ZIP=-2.41, Synergy_Bliss=-4.21, Synergy_Loewe=-7.29, Synergy_HSA=-4.49.